From a dataset of Full USPTO retrosynthesis dataset with 1.9M reactions from patents (1976-2016). Predict the reactants needed to synthesize the given product. (1) Given the product [CH3:32][C:33]([CH3:50])([CH3:49])/[CH:34]=[CH:35]/[C:36]1[C:44]2[O:43][CH:42]([CH2:45][NH2:46])[CH2:41][C:40]=2[CH:39]=[CH:38][CH:37]=1, predict the reactants needed to synthesize it. The reactants are: CC1C=CC(S(OCC2CC3C=CC=C(/C=C/C(C)(C)C)C=3O2)(=O)=O)=CC=1.[N-]=[N+]=[N-].[Na+].[CH3:32][C:33]([CH3:50])([CH3:49])/[CH:34]=[CH:35]/[C:36]1[C:44]2[O:43][CH:42]([CH2:45][N:46]=[N+]=[N-])[CH2:41][C:40]=2[CH:39]=[CH:38][CH:37]=1.[N-]=[N+]=[N-].C1(P(C2C=CC=CC=2)C2C=CC=CC=2)C=CC=CC=1. (2) Given the product [CH3:22][CH:23]1[CH2:27][CH2:26][CH:25]([CH3:28])[N:24]1[CH2:2][CH2:3][CH2:4][O:5][C:6]1[CH:11]=[CH:10][C:9]([C:12]2[O:13][CH2:14][C:15]([CH3:18])([CH3:17])[N:16]=2)=[CH:8][CH:7]=1, predict the reactants needed to synthesize it. The reactants are: Cl[CH2:2][CH2:3][CH2:4][O:5][C:6]1[CH:11]=[CH:10][C:9]([C:12]2[O:13][CH2:14][C:15]([CH3:18])([CH3:17])[N:16]=2)=[CH:8][CH:7]=1.[I-].[Na+].[Na].[CH3:22][CH:23]1[CH2:27][CH2:26][CH:25]([CH3:28])[NH:24]1. (3) Given the product [C:1]([O:5][C:6]([NH:8][CH2:10][C:11]1[CH:16]=[C:15]([C:37]2[CH:59]=[CH:58][CH:57]=[C:39]([CH2:40][O:41][C:42]3[CH:47]=[CH:46][CH:45]=[CH:44][C:43]=3[CH:48]([CH3:56])[C:49]([O:51][C:52]([CH3:55])([CH3:54])[CH3:53])=[O:50])[CH:38]=2)[CH:14]=[CH:13][CH:12]=1)=[O:7])([CH3:4])([CH3:2])[CH3:3], predict the reactants needed to synthesize it. The reactants are: [C:1]([O:5][C:6]([N:8]([CH2:10][C:11]1[CH:12]=[C:13](C2C=CC=C(COC3C=CC=CC=3CC(OC)=O)C=2)[CH:14]=[CH:15][CH:16]=1)C)=[O:7])([CH3:4])([CH3:3])[CH3:2].Br[C:37]1[CH:38]=[C:39]([CH:57]=[CH:58][CH:59]=1)[CH2:40][O:41][C:42]1[CH:47]=[CH:46][CH:45]=[CH:44][C:43]=1[CH:48]([CH3:56])[C:49]([O:51][C:52]([CH3:55])([CH3:54])[CH3:53])=[O:50].C(NCC1C=C(B2OC(C)(C)C(C)(C)O2)C=CC=1)(OC(C)(C)C)=O.[O-]P([O-])([O-])=O.[K+].[K+].[K+].C(Cl)Cl. (4) Given the product [ClH:30].[C:1]([N:4]1[C:13]2[C:8](=[CH:9][CH:10]=[CH:11][CH:12]=2)[C@H:7]([NH:14][C:15]2[CH:16]=[CH:17][C:18]([OH:21])=[CH:19][CH:20]=2)[CH2:6][C@@H:5]1[CH3:25])(=[O:3])[CH3:2], predict the reactants needed to synthesize it. The reactants are: [C:1]([N:4]1[C:13]2[C:8](=[CH:9][CH:10]=[CH:11][CH:12]=2)[C:7](=[N:14][C:15]2[CH:20]=[CH:19][C:18]([O:21]C(=O)C)=[CH:17][CH:16]=2)[CH2:6][CH:5]1[CH3:25])(=[O:3])[CH3:2].C([BH3-])#N.[Na+].[ClH:30].C([O-])(O)=O.[Na+]. (5) Given the product [Cl:1][C:2]1[CH:3]=[C:4]([NH:17][C:18]2[C:19]3[CH:26]=[C:25]([C:27]#[CH:28])[S:24][C:20]=3[N:21]=[CH:22][N:23]=2)[CH:5]=[CH:6][C:7]=1[O:8][CH2:9][C:10]1[CH:15]=[CH:14][CH:13]=[C:12]([F:16])[CH:11]=1, predict the reactants needed to synthesize it. The reactants are: [Cl:1][C:2]1[CH:3]=[C:4]([NH:17][CH:18]2[N:23]=[CH:22][N:21]=[C:20]3[S:24][C:25]([C:27]#[C:28][Si](C)(C)C)=[CH:26][CH:19]23)[CH:5]=[CH:6][C:7]=1[O:8][CH2:9][C:10]1[CH:15]=[CH:14][CH:13]=[C:12]([F:16])[CH:11]=1.CCCC[N+](CCCC)(CCCC)CCCC.[F-]. (6) Given the product [Cl:1][C:2]1[CH:18]=[CH:17][C:5]2[CH2:6][CH2:7][N:8]([C:11](=[O:16])[C:12]([F:14])([F:15])[F:13])[CH2:9][CH2:10][C:4]=2[C:3]=1[NH:27][CH2:28][C:29]1[CH:38]=[CH:37][C:32]([C:33]([O:35][CH3:36])=[O:34])=[C:31]([F:39])[CH:30]=1, predict the reactants needed to synthesize it. The reactants are: [Cl:1][C:2]1[CH:18]=[CH:17][C:5]2[CH2:6][CH2:7][N:8]([C:11](=[O:16])[C:12]([F:15])([F:14])[F:13])[CH2:9][CH2:10][C:4]=2[C:3]=1OS(C(F)(F)F)(=O)=O.[NH2:27][CH2:28][C:29]1[CH:38]=[CH:37][C:32]([C:33]([O:35][CH3:36])=[O:34])=[C:31]([F:39])[CH:30]=1.C1C=CC(P(C2C(C3C(P(C4C=CC=CC=4)C4C=CC=CC=4)=CC=C4C=3C=CC=C4)=C3C(C=CC=C3)=CC=2)C2C=CC=CC=2)=CC=1.C(=O)([O-])[O-].[Cs+].[Cs+].